Dataset: Catalyst prediction with 721,799 reactions and 888 catalyst types from USPTO. Task: Predict which catalyst facilitates the given reaction. Reactant: [Mg].Cl[CH2:3][Si:4]([CH3:7])([CH3:6])[CH3:5].[C:8]1(=[O:14])[CH2:13][CH2:12][CH2:11][CH2:10][CH2:9]1.[Cl-].[NH4+]. Product: [CH3:5][Si:4]([CH2:3][C:8]1([OH:14])[CH2:13][CH2:12][CH2:11][CH2:10][CH2:9]1)([CH3:7])[CH3:6]. The catalyst class is: 1.